Predict the reaction yield, written as a fraction of the theoretical maximum amount of product (1.0 means a 100% yield; for example, 0.34 means a 34% yield). From a dataset of Reaction yield outcomes from USPTO patents with 853,638 reactions. The reactants are [NH2:1][C:2]1[CH:7]=[CH:6][C:5]([OH:8])=[CH:4][C:3]=1[Cl:9].[H-].[Na+].[CH3:12][O:13][NH:14][C:15]([C:17]1[CH:18]=[C:19]2[C:24](=[CH:25][C:26]=1[O:27][CH2:28][C:29]1[CH:34]=[CH:33][CH:32]=[CH:31][CH:30]=1)[N:23]=[CH:22][CH:21]=[C:20]2Cl)=[O:16].O. The catalyst is CS(C)=O.C(OCC)(=O)C.CCCCCC. The product is [CH3:12][O:13][NH:14][C:15]([C:17]1[CH:18]=[C:19]2[C:24](=[CH:25][C:26]=1[O:27][CH2:28][C:29]1[CH:34]=[CH:33][CH:32]=[CH:31][CH:30]=1)[N:23]=[CH:22][CH:21]=[C:20]2[O:8][C:5]1[CH:6]=[CH:7][C:2]([NH2:1])=[C:3]([Cl:9])[CH:4]=1)=[O:16]. The yield is 0.160.